Dataset: Peptide-MHC class I binding affinity with 185,985 pairs from IEDB/IMGT. Task: Regression. Given a peptide amino acid sequence and an MHC pseudo amino acid sequence, predict their binding affinity value. This is MHC class I binding data. The peptide sequence is YTSDYFISY. The MHC is HLA-B07:02 with pseudo-sequence HLA-B07:02. The binding affinity (normalized) is 0.0847.